This data is from CYP3A4 inhibition data for predicting drug metabolism from PubChem BioAssay. The task is: Regression/Classification. Given a drug SMILES string, predict its absorption, distribution, metabolism, or excretion properties. Task type varies by dataset: regression for continuous measurements (e.g., permeability, clearance, half-life) or binary classification for categorical outcomes (e.g., BBB penetration, CYP inhibition). Dataset: cyp3a4_veith. (1) The molecule is CN(C)Cc1ccccc1-c1cncnc1Nc1ccncc1. The result is 1 (inhibitor). (2) The drug is Cn1c(C(N)=O)cnc1Sc1ncc(C(F)(F)F)cc1Cl. The result is 0 (non-inhibitor). (3) The molecule is CC(=O)N1CCC[C@@]2(CCN(C(c3ccccc3)c3ccccc3)C2)C1. The result is 0 (non-inhibitor). (4) The drug is O=C(c1cccc(F)c1)N1CCC2(CCCN(Cc3cc(C(F)(F)F)cc(C(F)(F)F)c3)C2)CC1. The result is 1 (inhibitor). (5) The compound is CN1CCCC[C@@H]1CCN1c2ccccc2Sc2ccc(S(C)=O)cc21.O=S(=O)(O)c1ccccc1. The result is 0 (non-inhibitor). (6) The molecule is Cc1ccc(CS(=O)(=O)CCC(=O)NCCCN2CCCC2=O)cc1. The result is 0 (non-inhibitor). (7) The drug is CCN1C(=O)/C(=C2\SC(N3CCCCC3)=NC2=O)c2ccccc21. The result is 1 (inhibitor).